From a dataset of Reaction yield outcomes from USPTO patents with 853,638 reactions. Predict the reaction yield, written as a fraction of the theoretical maximum amount of product (1.0 means a 100% yield; for example, 0.34 means a 34% yield). The reactants are [Cl:1][C:2]1[C:7](B(O)O)=[CH:6][CH:5]=[CH:4][N:3]=1.FC(F)(F)S(O[C:17]1[C@@:21]2([CH3:37])[CH2:22][CH2:23][C@H:24]3[C@H:33]([C@@H:20]2[CH2:19][CH:18]=1)[CH2:32][CH:31]=[C:30]1[C@:25]3([CH3:36])[CH2:26][CH2:27][C:28](=[O:35])[N:29]1[CH3:34])(=O)=O. The catalyst is C1COCC1.Cl[Pd](Cl)([P](C1C=CC=CC=1)(C1C=CC=CC=1)C1C=CC=CC=1)[P](C1C=CC=CC=1)(C1C=CC=CC=1)C1C=CC=CC=1. The product is [Cl:1][C:2]1[C:7]([C:17]2[C@@:21]3([CH3:37])[CH2:22][CH2:23][C@H:24]4[C@H:33]([C@@H:20]3[CH2:19][CH:18]=2)[CH2:32][CH:31]=[C:30]2[C@:25]4([CH3:36])[CH2:26][CH2:27][C:28](=[O:35])[N:29]2[CH3:34])=[CH:6][CH:5]=[CH:4][N:3]=1. The yield is 0.200.